From a dataset of Full USPTO retrosynthesis dataset with 1.9M reactions from patents (1976-2016). Predict the reactants needed to synthesize the given product. (1) Given the product [NH2:11][C:4]1[CH:3]=[C:2]([Br:1])[CH:10]=[CH:9][C:5]=1[C:6]([OH:8])=[O:7], predict the reactants needed to synthesize it. The reactants are: [Br:1][C:2]1[CH:10]=[CH:9][C:5]([C:6]([OH:8])=[O:7])=[C:4]([N+:11]([O-])=O)[CH:3]=1. (2) Given the product [F:14][C:2]([F:1])([CH3:13])[CH2:3][O:4][C:5]1[C:10]([CH2:11][NH2:12])=[CH:9][N:8]=[CH:7][N:6]=1, predict the reactants needed to synthesize it. The reactants are: [F:1][C:2]([F:14])([CH3:13])[CH2:3][O:4][C:5]1[C:10]([C:11]#[N:12])=[CH:9][N:8]=[CH:7][N:6]=1.[OH-].[NH4+]. (3) Given the product [NH2:42][C:36]1[CH:35]=[C:34]([CH:18]2[N:19]([C:22]3[CH:23]=[C:24]([O:32][CH3:33])[C:25]([O:30][CH3:31])=[C:26]([O:28][CH3:29])[CH:27]=3)[C:20](=[O:21])[CH:17]2[C:14]2[CH:13]=[CH:12][C:11]([NH2:10])=[CH:16][CH:15]=2)[CH:39]=[CH:38][C:37]=1[O:40][CH3:41], predict the reactants needed to synthesize it. The reactants are: C(OC(=O)[NH:10][C:11]1[CH:16]=[CH:15][C:14]([CH:17]2[C:20](=[O:21])[N:19]([C:22]3[CH:27]=[C:26]([O:28][CH3:29])[C:25]([O:30][CH3:31])=[C:24]([O:32][CH3:33])[CH:23]=3)[CH:18]2[C:34]2[CH:39]=[CH:38][C:37]([O:40][CH3:41])=[C:36]([N+:42]([O-])=O)[CH:35]=2)=[CH:13][CH:12]=1)C1C=CC=CC=1.[K+].[Br-]. (4) Given the product [NH2:24][C:22]1[N:23]=[C:18]([S:17][CH2:10][C:11]2[CH:16]=[CH:15][CH:14]=[CH:13][CH:12]=2)[N:19]=[C:8]([NH:4][C@H:5]([CH3:6])[CH2:7][OH:26])[CH:9]=1, predict the reactants needed to synthesize it. The reactants are: C([N:4]([CH2:8][CH3:9])[CH:5]([CH3:7])[CH3:6])(C)C.[CH2:10]([S:17][C:18]1[N:23]=[C:22]([NH2:24])C=C(Cl)[N:19]=1)[C:11]1[CH:16]=[CH:15][CH:14]=[CH:13][CH:12]=1.[OH2:26]. (5) Given the product [CH3:34][C@@H:32]1[C@H:31]([CH3:35])[O:30][C:29]([C:27]2[NH:28][C:24]([C:9]3[CH:10]=[C:11]([OH:13])[CH:12]=[C:7]([O:6][C@@H:4]([CH3:5])[CH2:3][O:2][CH3:1])[CH:8]=3)=[CH:25][CH:26]=2)=[N:33]1, predict the reactants needed to synthesize it. The reactants are: [CH3:1][O:2][CH2:3][C@@H:4]([O:6][C:7]1[CH:8]=[C:9]([C:24]2[NH:28][C:27]([C:29]3[O:30][C@@H:31]([CH3:35])[C@@H:32]([CH3:34])[N:33]=3)=[CH:26][CH:25]=2)[CH:10]=[C:11]([O:13][Si](C(C)C)(C(C)C)C(C)C)[CH:12]=1)[CH3:5].[F-].C([N+](CCCC)(CCCC)CCCC)CCC.[Cl-].[NH4+]. (6) Given the product [P:35]([O:30][C:26]1([C:23]2[CH:22]=[CH:21][C:20]([C:17]3[CH:18]=[CH:19][C:14]([C@H:10]4[O:9][C:8]([CH3:31])([CH3:32])[N:7]([C:5](=[O:6])[CH:4]([F:3])[F:33])[C@@H:11]4[CH2:12][F:13])=[CH:15][CH:16]=3)=[CH:25][N:24]=2)[CH2:29][O:28][CH2:27]1)([O:34][CH2:64][C:65]1[CH:70]=[CH:69][CH:68]=[CH:67][CH:66]=1)([O:36][CH2:37][C:38]1[CH:43]=[CH:42][CH:41]=[CH:40][CH:39]=1)=[O:44], predict the reactants needed to synthesize it. The reactants are: [H-].[Na+].[F:3][CH:4]([F:33])[C:5]([N:7]1[C@H:11]([CH2:12][F:13])[C@@H:10]([C:14]2[CH:19]=[CH:18][C:17]([C:20]3[CH:21]=[CH:22][C:23]([C:26]4([OH:30])[CH2:29][O:28][CH2:27]4)=[N:24][CH:25]=3)=[CH:16][CH:15]=2)[O:9][C:8]1([CH3:32])[CH3:31])=[O:6].[O:34]([CH2:64][C:65]1[CH:70]=[CH:69][CH:68]=[CH:67][CH:66]=1)[P:35](O[P:35]([O:36][CH2:37][C:38]1[CH:43]=[CH:42][CH:41]=[CH:40][CH:39]=1)([O:34][CH2:64][C:65]1[CH:70]=[CH:69][CH:68]=[CH:67][CH:66]=1)=[O:44])(=[O:44])[O:36][CH2:37][C:38]1[CH:43]=[CH:42][CH:41]=[CH:40][CH:39]=1. (7) Given the product [Cl:21][C:8]1[CH:9]=[C:10]([NH:13][S:14]([C:17]([F:20])([F:19])[F:18])(=[O:16])=[O:15])[CH:11]=[CH:12][C:7]=1[C:5]1[N:6]=[C:2]([C:25]2[C:26]3[C:31](=[CH:30][CH:29]=[CH:28][CH:27]=3)[N:22]=[CH:23][CH:24]=2)[S:3][CH:4]=1, predict the reactants needed to synthesize it. The reactants are: Br[C:2]1[S:3][CH:4]=[C:5]([C:7]2[CH:12]=[CH:11][C:10]([NH:13][S:14]([C:17]([F:20])([F:19])[F:18])(=[O:16])=[O:15])=[CH:9][C:8]=2[Cl:21])[N:6]=1.[N:22]1[C:31]2[C:26](=[CH:27][CH:28]=[CH:29][CH:30]=2)[C:25](B(O)O)=[CH:24][CH:23]=1.C(=O)([O-])[O-].[Na+].[Na+].CN(C)C=O. (8) Given the product [C:7]([N:11]1[C:15]([C:16]2[CH:17]=[CH:18][C:19]([O:22][CH3:23])=[CH:20][CH:21]=2)=[C:14]([C:24]2[S:25][CH:26]=[C:27]([CH2:29][OH:30])[N:28]=2)[CH:13]=[N:12]1)([CH3:9])([CH3:10])[CH3:8], predict the reactants needed to synthesize it. The reactants are: [H-].[Al+3].[Li+].[H-].[H-].[H-].[C:7]([N:11]1[C:15]([C:16]2[CH:21]=[CH:20][C:19]([O:22][CH3:23])=[CH:18][CH:17]=2)=[C:14]([C:24]2[S:25][CH:26]=[C:27]([C:29](OCC)=[O:30])[N:28]=2)[CH:13]=[N:12]1)([CH3:10])([CH3:9])[CH3:8].[O-]S([O-])(=O)=O.[Na+].[Na+]. (9) Given the product [CH3:13][C:8]1[CH:7]=[C:6]([CH3:14])[C:5]2[N:4]([S:15]([C:18]3[CH:19]=[CH:20][C:21]([CH3:22])=[CH:23][CH:24]=3)(=[O:17])=[O:16])[CH:3]=[C:2]([C:35]3[N:31]([CH2:30][O:29][CH2:28][CH2:27][Si:26]([CH3:46])([CH3:45])[CH3:25])[N:32]=[CH:33][CH:34]=3)[C:10]=2[C:9]=1[CH:11]=[O:12], predict the reactants needed to synthesize it. The reactants are: Br[C:2]1[C:10]2[C:9]([CH:11]=[O:12])=[C:8]([CH3:13])[CH:7]=[C:6]([CH3:14])[C:5]=2[N:4]([S:15]([C:18]2[CH:24]=[CH:23][C:21]([CH3:22])=[CH:20][CH:19]=2)(=[O:17])=[O:16])[CH:3]=1.[CH3:25][Si:26]([CH3:46])([CH3:45])[CH2:27][CH2:28][O:29][CH2:30][N:31]1[C:35](B2OC(C)(C)C(C)(C)O2)=[CH:34][CH:33]=[N:32]1.[O-]P([O-])([O-])=O.[K+].[K+].[K+].O. (10) Given the product [OH:18][CH2:2][C:3]1[N:17]=[C:15]([OH:16])[C:7]2[C:8]3[CH2:14][CH2:13][CH2:12][CH2:11][C:9]=3[S:10][C:6]=2[N:5]=1, predict the reactants needed to synthesize it. The reactants are: Cl[CH2:2][C:3]([NH:5][C:6]1[S:10][C:9]2[CH2:11][CH2:12][CH2:13][CH2:14][C:8]=2[C:7]=1[C:15]([NH2:17])=[O:16])=O.[OH-:18].[Na+].